This data is from Full USPTO retrosynthesis dataset with 1.9M reactions from patents (1976-2016). The task is: Predict the reactants needed to synthesize the given product. Given the product [Br:1][C:2]1[N:3]=[C:4]([C@@H:16]([NH:17][S:18]([C:20]([CH3:23])([CH3:22])[CH3:21])=[O:19])[CH2:26][CH:25]=[CH2:24])[N:5]([CH2:8][O:9][CH2:10][CH2:11][Si:12]([CH3:15])([CH3:13])[CH3:14])[C:6]=1[Br:7], predict the reactants needed to synthesize it. The reactants are: [Br:1][C:2]1[N:3]=[C:4](/[CH:16]=[N:17]/[S@:18]([C:20]([CH3:23])([CH3:22])[CH3:21])=[O:19])[N:5]([CH2:8][O:9][CH2:10][CH2:11][Si:12]([CH3:15])([CH3:14])[CH3:13])[C:6]=1[Br:7].[CH2:24]([Mg]Br)[CH:25]=[CH2:26].